Dataset: hERG potassium channel inhibition data for cardiac toxicity prediction from Karim et al.. Task: Regression/Classification. Given a drug SMILES string, predict its toxicity properties. Task type varies by dataset: regression for continuous values (e.g., LD50, hERG inhibition percentage) or binary classification for toxic/non-toxic outcomes (e.g., AMES mutagenicity, cardiotoxicity, hepatotoxicity). Dataset: herg_karim. (1) The drug is COc1ccc2ncc(=O)n(CCN3CC[C@@H](NCc4ccc5c(n4)NC(=O)CO5)[C@@H](O)C3)c2c1. The result is 0 (non-blocker). (2) The molecule is Cc1ccc2c(N3CCN(CCc4cccc5c4OCc4nccn4-5)CC3)cccc2n1. The result is 1 (blocker). (3) The drug is CCCS(=O)(=O)n1c2c(c3cc(C(=O)N4CCC(C)CC4)ccc31)CN(C1CCOCC1)CC2. The result is 1 (blocker). (4) The drug is COCCOCC#Cc1cc(C2N=NC3=C2Cc2cc(Cn4cncn4)ccc23)cs1. The result is 0 (non-blocker). (5) The molecule is CC(C)N(C)[C@@H]1CC[C@H](NC(=O)CNC(=O)c2cccc(C(F)(F)F)c2)[C@H](COc2ccccc2)C1. The result is 1 (blocker). (6) The compound is N#Cc1ccc(OCCN2CC3CN(CCNS(=O)(=O)c4cccc(F)c4)CC(C2)O3)c(F)c1. The result is 0 (non-blocker). (7) The compound is CCN1CCN(CC1)c2nc(C)nc(c23)n(C)c(n3)-c4c(Cl)cccc4. The result is 1 (blocker). (8) The molecule is Fc1ccc(-n2cc(C3CCNCC3)c3ccc(Cl)cc32)cc1. The result is 1 (blocker). (9) The compound is COc1cc(N2C(=O)N(c3ccc(-c4ccc(-c5ccn[nH]5)cc4)cc3)C(=O)C23CCN(Cc2ncccc2C)CC3)ncn1. The result is 1 (blocker). (10) The result is 0 (non-blocker). The compound is C[C@H]1CC(=O)NN=C1c1ccc(OC2CCN(C3CCC3)CC2)cc1.